Dataset: CYP1A2 inhibition data for predicting drug metabolism from PubChem BioAssay. Task: Regression/Classification. Given a drug SMILES string, predict its absorption, distribution, metabolism, or excretion properties. Task type varies by dataset: regression for continuous measurements (e.g., permeability, clearance, half-life) or binary classification for categorical outcomes (e.g., BBB penetration, CYP inhibition). Dataset: cyp1a2_veith. (1) The drug is Cc1c(NC(=O)C(C)N2C(=O)c3ccccc3C2=O)c(=O)n(-c2ccccc2)n1C. The result is 0 (non-inhibitor). (2) The drug is CC(=O)Nc1ccc2c(c1)OCCO2. The result is 1 (inhibitor). (3) The molecule is Cc1cc(NC(=S)NC(=O)CC(C)C)ccc1Br. The result is 1 (inhibitor). (4) The compound is Clc1ccc2oc(-c3cccnc3)nc2c1. The result is 1 (inhibitor). (5) The molecule is O=S(=O)(c1ccccc1)N1CCC2(CCN(C(c3ccccc3)c3ccccc3)CC2)CC1. The result is 0 (non-inhibitor). (6) The compound is COc1cccc(-c2cncnc2NCc2cnc(C)cn2)c1. The result is 1 (inhibitor). (7) The molecule is O=S(=O)(c1ccccc1)c1cnn2c(C(F)(F)F)cc(-c3ccc(F)cc3)nc12. The result is 1 (inhibitor). (8) The compound is C(=N/Nc1nc(Nc2ccccc2)nc(N2CCOCC2)n1)\c1c[nH]c2ccccc12. The result is 1 (inhibitor).